From a dataset of Reaction yield outcomes from USPTO patents with 853,638 reactions. Predict the reaction yield, written as a fraction of the theoretical maximum amount of product (1.0 means a 100% yield; for example, 0.34 means a 34% yield). The reactants are C(Cl)(=O)C(Cl)=O.CS(C)=O.[CH2:11]([O:18][C:19]([N:21]1[CH2:25][CH2:24][CH:23]([CH2:26][OH:27])[CH2:22]1)=[O:20])[C:12]1[CH:17]=[CH:16][CH:15]=[CH:14][CH:13]=1.C(N(CC)CC)C. The catalyst is ClCCl.O. The product is [CH2:11]([O:18][C:19]([N:21]1[CH2:25][CH2:24][CH:23]([CH:26]=[O:27])[CH2:22]1)=[O:20])[C:12]1[CH:17]=[CH:16][CH:15]=[CH:14][CH:13]=1. The yield is 0.780.